This data is from NCI-60 drug combinations with 297,098 pairs across 59 cell lines. The task is: Regression. Given two drug SMILES strings and cell line genomic features, predict the synergy score measuring deviation from expected non-interaction effect. (1) Drug 1: CN(C(=O)NC(C=O)C(C(C(CO)O)O)O)N=O. Drug 2: C1C(C(OC1N2C=NC(=NC2=O)N)CO)O. Cell line: NCI-H322M. Synergy scores: CSS=5.43, Synergy_ZIP=-3.50, Synergy_Bliss=-2.58, Synergy_Loewe=0.894, Synergy_HSA=0.913. (2) Drug 1: C1=NC2=C(N1)C(=S)N=CN2. Drug 2: CCC1(C2=C(COC1=O)C(=O)N3CC4=CC5=C(C=CC(=C5CN(C)C)O)N=C4C3=C2)O.Cl. Cell line: RPMI-8226. Synergy scores: CSS=21.9, Synergy_ZIP=-8.85, Synergy_Bliss=-6.01, Synergy_Loewe=-16.3, Synergy_HSA=-5.03.